Task: Predict the reactants needed to synthesize the given product.. Dataset: Full USPTO retrosynthesis dataset with 1.9M reactions from patents (1976-2016) (1) The reactants are: [CH:1]1[C:13]2[CH:12]([CH2:14][O:15][C:16]([NH:18][C@@H:19]([CH2:23][C:24]([O:26][C:27]([CH3:30])([CH3:29])[CH3:28])=[O:25])[C:20](O)=[O:21])=[O:17])[C:11]3[C:6](=[CH:7][CH:8]=[CH:9][CH:10]=3)[C:5]=2[CH:4]=[CH:3][CH:2]=1.CN1CCOCC1.[NH:38]1[CH2:43][CH2:42][CH2:41][CH2:40][CH2:39]1. Given the product [CH:10]1[C:11]2[CH:12]([CH2:14][O:15][C:16]([NH:18][C@H:19]([C:20](=[O:21])[N:38]3[CH2:43][CH2:42][CH2:41][CH2:40][CH2:39]3)[CH2:23][C:24]([O:26][C:27]([CH3:29])([CH3:28])[CH3:30])=[O:25])=[O:17])[C:13]3[C:5](=[CH:4][CH:3]=[CH:2][CH:1]=3)[C:6]=2[CH:7]=[CH:8][CH:9]=1, predict the reactants needed to synthesize it. (2) Given the product [NH2:36][C:25]([C:16]1[CH:17]=[C:18]2[C:13](=[CH:14][CH:15]=1)[C:12](=[O:28])[N:11]([CH2:29][CH:30]([CH3:32])[CH3:31])[C:10]([CH2:9][NH:8][C:6](=[O:7])[O:5][C:1]([CH3:4])([CH3:2])[CH3:3])=[C:19]2[C:20]1[S:21][CH:22]=[CH:23][CH:24]=1)=[O:27], predict the reactants needed to synthesize it. The reactants are: [C:1]([O:5][C:6]([NH:8][CH2:9][C:10]1[N:11]([CH2:29][CH:30]([CH3:32])[CH3:31])[C:12](=[O:28])[C:13]2[C:18]([C:19]=1[C:20]1[S:21][CH:22]=[CH:23][CH:24]=1)=[CH:17][C:16]([C:25]([OH:27])=O)=[CH:15][CH:14]=2)=[O:7])([CH3:4])([CH3:3])[CH3:2].Cl.C([N:36]=C=NCCCN(C)C)C.[NH4+].ON1C2C=CC=CC=2N=N1.O.